This data is from Reaction yield outcomes from USPTO patents with 853,638 reactions. The task is: Predict the reaction yield, written as a fraction of the theoretical maximum amount of product (1.0 means a 100% yield; for example, 0.34 means a 34% yield). (1) The reactants are [OH:1][C:2]1[CH:10]=[CH:9][CH:8]=[C:7]2[C:3]=1[CH:4]=[C:5]([CH3:18])[N:6]2[CH2:11][C:12]1[CH:17]=[CH:16][CH:15]=[CH:14][CH:13]=1.[H-].[Na+].Br[CH2:22][C:23]([O:25][CH3:26])=[O:24]. The catalyst is CN(C=O)C.O. The product is [CH3:26][O:25][C:23](=[O:24])[CH2:22][O:1][C:2]1[CH:10]=[CH:9][CH:8]=[C:7]2[C:3]=1[CH:4]=[C:5]([CH3:18])[N:6]2[CH2:11][C:12]1[CH:17]=[CH:16][CH:15]=[CH:14][CH:13]=1. The yield is 0.880. (2) The reactants are [Br:1][C:2]1[C:3]([CH3:8])=[N:4][NH:5][C:6]=1[CH3:7].Br[CH2:10][C:11]1([CH3:15])[CH2:14][O:13][CH2:12]1.C([O-])([O-])=O.[K+].[K+]. The product is [Br:1][C:2]1[C:3]([CH3:8])=[N:4][N:5]([CH2:10][C:11]2([CH3:15])[CH2:14][O:13][CH2:12]2)[C:6]=1[CH3:7]. The catalyst is C(#N)C. The yield is 0.495. (3) The reactants are [CH2:1]([O:6][C:7]1[CH:12]=[C:11]([CH3:13])[C:10]([C:14]2[CH:19]=[CH:18][CH:17]=[C:16]([CH2:20][O:21][C:22]3[CH:27]=[CH:26][C:25]([C:28]4([CH2:32][C:33]([O:35]CC)=[O:34])[CH2:31][O:30][CH2:29]4)=[CH:24][CH:23]=3)[CH:15]=2)=[C:9]([CH3:38])[CH:8]=1)[CH2:2][CH:3]([CH3:5])[CH3:4]. The catalyst is C1COCC1.CO.O.[OH-].[Li+]. The product is [CH2:1]([O:6][C:7]1[CH:12]=[C:11]([CH3:13])[C:10]([C:14]2[CH:19]=[CH:18][CH:17]=[C:16]([CH2:20][O:21][C:22]3[CH:23]=[CH:24][C:25]([C:28]4([CH2:32][C:33]([OH:35])=[O:34])[CH2:29][O:30][CH2:31]4)=[CH:26][CH:27]=3)[CH:15]=2)=[C:9]([CH3:38])[CH:8]=1)[CH2:2][CH:3]([CH3:4])[CH3:5]. The yield is 0.800. (4) The reactants are [F:1][C:2]([F:17])([F:16])[O:3][C:4]1[CH:15]=[CH:14][C:7]([CH:8]=[C:9]([C:12]#[N:13])[C:10]#[N:11])=[CH:6][CH:5]=1.[CH3:18][Mg]Br. The catalyst is O1CCCC1.[Cu]I. The product is [F:1][C:2]([F:16])([F:17])[O:3][C:4]1[CH:5]=[CH:6][C:7]([CH:8]([CH:9]([C:12]#[N:13])[C:10]#[N:11])[CH3:18])=[CH:14][CH:15]=1. The yield is 0.600. (5) The reactants are [C:1]([O:5][C:6]([NH:8][CH2:9][CH2:10][C:11]([OH:13])=O)=[O:7])([CH3:4])([CH3:3])[CH3:2].CN1CCOCC1.C(Cl)(=O)OCC(C)C.Cl.[C:30]12([CH2:40][CH2:41][NH:42][CH2:43][CH2:44][CH2:45][CH2:46][CH3:47])[CH2:39][CH:34]3[CH2:35][CH:36]([CH2:38][CH:32]([CH2:33]3)[CH2:31]1)[CH2:37]2.C(=O)([O-])O.[Na+]. The catalyst is O1CCCC1.C(OCC)(=O)C. The product is [C:30]12([CH2:40][CH2:41][N:42]([CH2:43][CH2:44][CH2:45][CH2:46][CH3:47])[C:11](=[O:13])[CH2:10][CH2:9][NH:8][C:6]([O:5][C:1]([CH3:2])([CH3:3])[CH3:4])=[O:7])[CH2:37][CH:36]3[CH2:35][CH:34]([CH2:33][CH:32]([CH2:38]3)[CH2:31]1)[CH2:39]2. The yield is 0.850. (6) The reactants are [NH2:1][CH2:2][C:3]1[CH:28]=[CH:27][CH:26]=[CH:25][C:4]=1[CH2:5][O:6][C:7]1[CH:12]=[C:11]([CH3:13])[N:10]([CH2:14][C:15]2[CH:20]=[CH:19][C:18]([O:21][CH3:22])=[CH:17][CH:16]=2)[C:9](=[O:23])[C:8]=1[Br:24].C(N(CC)CC)C.[C:36]([C:40]1[CH:44]=[C:43]([NH:45][C:46](=O)[O:47]C2C=CC([N+]([O-])=O)=CC=2)[N:42]([C:58]2[CH:63]=[CH:62][CH:61]=[C:60]([F:64])[CH:59]=2)[N:41]=1)([CH3:39])([CH3:38])[CH3:37]. The catalyst is C(Cl)Cl. The product is [Br:24][C:8]1[C:9](=[O:23])[N:10]([CH2:14][C:15]2[CH:20]=[CH:19][C:18]([O:21][CH3:22])=[CH:17][CH:16]=2)[C:11]([CH3:13])=[CH:12][C:7]=1[O:6][CH2:5][C:4]1[CH:25]=[CH:26][CH:27]=[CH:28][C:3]=1[CH2:2][NH:1][C:46]([NH:45][C:43]1[N:42]([C:58]2[CH:63]=[CH:62][CH:61]=[C:60]([F:64])[CH:59]=2)[N:41]=[C:40]([C:36]([CH3:39])([CH3:38])[CH3:37])[CH:44]=1)=[O:47]. The yield is 0.180. (7) The reactants are [CH3:1][CH:2]1[CH2:7][CH2:6][CH2:5][CH:4]([CH2:8][CH2:9][CH2:10][OH:11])[CH2:3]1.[Br-].[K+].Cl[O-].[Na+]. The catalyst is ClCCl.O. The product is [CH3:1][CH:2]1[CH2:7][CH2:6][CH2:5][CH:4]([CH2:8][CH2:9][CH:10]=[O:11])[CH2:3]1. The yield is 0.510. (8) The catalyst is C1(C)C=CC=CC=1.ClCCl.CC([O-])=O.CC([O-])=O.[Pd+2].C1C=CC(P(C2C=CC3C(=CC=CC=3)C=2C2C3C(=CC=CC=3)C=CC=2P(C2C=CC=CC=2)C2C=CC=CC=2)C2C=CC=CC=2)=CC=1. The yield is 1.00. The reactants are [NH2:1][C:2]1[CH:14]=[C:13]([N:15]2[CH2:20][CH2:19][N:18]([CH3:21])[CH2:17][CH2:16]2)[CH:12]=[CH:11][C:3]=1[C:4]([O:6][C:7]([CH3:10])([CH3:9])[CH3:8])=[O:5].Br[C:23]1[CH:28]=[CH:27][CH:26]=[CH:25][CH:24]=1. The product is [CH3:21][N:18]1[CH2:19][CH2:20][N:15]([C:13]2[CH:12]=[CH:11][C:3]([C:4]([O:6][C:7]([CH3:10])([CH3:9])[CH3:8])=[O:5])=[C:2]([NH:1][C:23]3[CH:28]=[CH:27][CH:26]=[CH:25][CH:24]=3)[CH:14]=2)[CH2:16][CH2:17]1. (9) The product is [F:47][C:48]1[CH:49]=[C:50]([F:64])[C:51]2[N:52]([CH:54]=[C:55]([CH2:57][C@@H:58]3[CH2:63][CH2:62][CH2:61][CH2:60][N:59]3[C:7]([C:5]3[N:6]=[C:2]([CH3:1])[S:3][C:4]=3[C:10]3[CH:15]=[CH:14][CH:13]=[CH:12][CH:11]=3)=[O:9])[N:56]=2)[CH:53]=1. The yield is 0.350. The catalyst is CN(C=O)C.[Cl-].[Na+].O. The reactants are [CH3:1][C:2]1[S:3][C:4]([C:10]2[CH:15]=[CH:14][CH:13]=[CH:12][CH:11]=2)=[C:5]([C:7]([OH:9])=O)[N:6]=1.CCN(C(C)C)C(C)C.CN(C(ON1N=NC2C=CC=CC1=2)=[N+](C)C)C.[B-](F)(F)(F)F.[F:47][C:48]1[CH:49]=[C:50]([F:64])[C:51]2[N:52]([CH:54]=[C:55]([CH2:57][C@@H:58]3[CH2:63][CH2:62][CH2:61][CH2:60][NH:59]3)[N:56]=2)[CH:53]=1. (10) The reactants are [NH2:1][C:2]1[CH:3]=[CH:4][C:5]([Br:13])=[C:6]2[C:10]=1[C:9](=[O:11])[NH:8][CH:7]2O.FC(F)(F)C(O)=O.C([SiH](CC)CC)C.O. The catalyst is [N+](C)([O-])=O. The product is [NH2:1][C:2]1[CH:3]=[CH:4][C:5]([Br:13])=[C:6]2[C:10]=1[C:9](=[O:11])[NH:8][CH2:7]2. The yield is 0.740.